Regression. Given a peptide amino acid sequence and an MHC pseudo amino acid sequence, predict their binding affinity value. This is MHC class I binding data. From a dataset of Peptide-MHC class I binding affinity with 185,985 pairs from IEDB/IMGT. (1) The peptide sequence is QASQDVKNW. The MHC is HLA-B57:01 with pseudo-sequence HLA-B57:01. The binding affinity (normalized) is 0.574. (2) The peptide sequence is FLYALALLL. The MHC is HLA-B07:02 with pseudo-sequence HLA-B07:02. The binding affinity (normalized) is 0. (3) The peptide sequence is RVIWMDAYK. The MHC is Mamu-B8301 with pseudo-sequence Mamu-B8301. The binding affinity (normalized) is 0.581.